This data is from Catalyst prediction with 721,799 reactions and 888 catalyst types from USPTO. The task is: Predict which catalyst facilitates the given reaction. (1) Reactant: [CH2:1]([Sn:5](C1C=CC=CC=1)([C:12]1[CH:17]=[CH:16][CH:15]=[CH:14][CH:13]=1)[C:6]1[CH:11]=[CH:10][CH:9]=[CH:8][CH:7]=1)[CH2:2][CH2:3][CH3:4].[I:24]I. The catalyst class is: 5. Product: [CH2:1]([Sn:5]([I:24])([C:12]1[CH:17]=[CH:16][CH:15]=[CH:14][CH:13]=1)[C:6]1[CH:11]=[CH:10][CH:9]=[CH:8][CH:7]=1)[CH2:2][CH2:3][CH3:4]. (2) Reactant: [H-].[Na+].[Br-].[OH:4][CH2:5][CH2:6][CH2:7][CH2:8][CH2:9][CH2:10][P+](C1C=CC=CC=1)(C1C=CC=CC=1)C1C=CC=CC=1.[CH3:30][C:31](=O)[CH2:32][CH2:33][CH2:34][CH2:35][CH2:36][CH3:37]. Product: [CH3:30][CH:31]([CH2:32][CH2:33][CH2:34][CH2:35][CH2:36][CH3:37])[CH2:10][CH2:9][CH2:8][CH2:7][CH:6]=[CH:5][OH:4]. The catalyst class is: 16. (3) Reactant: [F:1][C:2]([F:6])([F:5])[CH2:3][OH:4].[CH2:7]([O:14][C:15]([CH:17]1[CH2:22][CH2:21][CH:20]([CH2:23]O)[CH2:19][CH2:18]1)=[O:16])[C:8]1[CH:13]=[CH:12][CH:11]=[CH:10][CH:9]=1.N(C(N(C)C)=O)=NC(N(C)C)=O.C(P(CCCC)CCCC)CCC. Product: [CH2:7]([O:14][C:15]([CH:17]1[CH2:22][CH2:21][CH:20]([CH2:23][O:4][CH2:3][C:2]([F:6])([F:5])[F:1])[CH2:19][CH2:18]1)=[O:16])[C:8]1[CH:13]=[CH:12][CH:11]=[CH:10][CH:9]=1. The catalyst class is: 11. (4) Reactant: [Si]([C:5]1[S:6][CH:7]=[CH:8][N:9]=1)(C)(C)C.[C:10](Cl)(Cl)=[O:11].C1(C)C=CC=CC=1.[C:21]([NH:28][C:29]1[CH:34]=[CH:33][C:32]([NH2:35])=[CH:31][CH:30]=1)([O:23][C:24]([CH3:27])([CH3:26])[CH3:25])=[O:22].N1C=CC=CC=1. Product: [C:24]([O:23][C:21](=[O:22])[NH:28][C:29]1[CH:30]=[CH:31][C:32]([NH:35][C:10]([C:5]2[S:6][CH:7]=[CH:8][N:9]=2)=[O:11])=[CH:33][CH:34]=1)([CH3:27])([CH3:26])[CH3:25]. The catalyst class is: 2. (5) Reactant: [CH:1](O)=[O:2].C(N1C=CN=C1)(N1C=CN=C1)=O.[CH2:16]([O:23][NH:24][CH:25]([CH2:65][O:66][C:67]([C:80]1[CH:85]=[CH:84][CH:83]=[CH:82][CH:81]=1)([C:74]1[CH:79]=[CH:78][CH:77]=[CH:76][CH:75]=1)[C:68]1[CH:73]=[CH:72][CH:71]=[CH:70][CH:69]=1)[C@H:26]([O:57][CH2:58][C:59]1[CH:64]=[CH:63][CH:62]=[CH:61][CH:60]=1)[C@H:27]([O:49][CH2:50][C:51]1[CH:56]=[CH:55][CH:54]=[CH:53][CH:52]=1)[C@H:28]([O:41][CH2:42][C:43]1[CH:48]=[CH:47][CH:46]=[CH:45][CH:44]=1)[CH2:29][O:30][Si:31]([CH:38]([CH3:40])[CH3:39])([CH:35]([CH3:37])[CH3:36])[CH:32]([CH3:34])[CH3:33])[C:17]1[CH:22]=[CH:21][CH:20]=[CH:19][CH:18]=1.C1N=CN(C(N2C=NC=C2)=O)C=1.C(O)=O. Product: [CH2:16]([O:23][N:24]([CH:25]([CH2:65][O:66][C:67]([C:68]1[CH:69]=[CH:70][CH:71]=[CH:72][CH:73]=1)([C:74]1[CH:75]=[CH:76][CH:77]=[CH:78][CH:79]=1)[C:80]1[CH:85]=[CH:84][CH:83]=[CH:82][CH:81]=1)[C@H:26]([O:57][CH2:58][C:59]1[CH:60]=[CH:61][CH:62]=[CH:63][CH:64]=1)[C@H:27]([O:49][CH2:50][C:51]1[CH:52]=[CH:53][CH:54]=[CH:55][CH:56]=1)[C@H:28]([O:41][CH2:42][C:43]1[CH:44]=[CH:45][CH:46]=[CH:47][CH:48]=1)[CH2:29][O:30][Si:31]([CH:32]([CH3:33])[CH3:34])([CH:35]([CH3:37])[CH3:36])[CH:38]([CH3:40])[CH3:39])[CH:1]=[O:2])[C:17]1[CH:22]=[CH:21][CH:20]=[CH:19][CH:18]=1. The catalyst class is: 1. (6) Reactant: COC[O:4][C:5]1[CH:10]=[CH:9][CH:8]=[C:7]([O:11]COC)[C:6]=1[C:15](=[O:18])[CH2:16][CH3:17].Cl. Product: [OH:4][C:5]1[CH:10]=[CH:9][CH:8]=[C:7]([OH:11])[C:6]=1[C:15](=[O:18])[CH2:16][CH3:17]. The catalyst class is: 5. (7) Reactant: C([N:3]([CH2:6]C)CC)C.[Br:8][C:9]1[CH:20]=[C:13]2[C:14]([O:16]C(=O)[NH:18][C:12]2=[CH:11][CH:10]=1)=O.[CH2:21]([OH:23])C. Product: [NH2:18][C:12]1[CH:11]=[CH:10][C:9]([Br:8])=[CH:20][C:13]=1[C:14]([N:3]([O:23][CH3:21])[CH3:6])=[O:16]. The catalyst class is: 6.